Task: Predict the reactants needed to synthesize the given product.. Dataset: Full USPTO retrosynthesis dataset with 1.9M reactions from patents (1976-2016) (1) The reactants are: [NH2:1][C:2]1[CH:7]=[CH:6][C:5]([C@@H:8]2[O:13][CH2:12][CH2:11][N:10]([C:14]([O:16][C:17]([CH3:20])([CH3:19])[CH3:18])=[O:15])[CH2:9]2)=[CH:4][CH:3]=1.C(N(CC)CC)C.[F:28][C:29]1[CH:34]=[CH:33][C:32]([CH2:35][N:36]=[C:37]=[O:38])=[CH:31][CH:30]=1. Given the product [F:28][C:29]1[CH:30]=[CH:31][C:32]([CH2:35][NH:36][C:37](=[O:38])[NH:1][C:2]2[CH:7]=[CH:6][C:5]([C@@H:8]3[O:13][CH2:12][CH2:11][N:10]([C:14]([O:16][C:17]([CH3:20])([CH3:19])[CH3:18])=[O:15])[CH2:9]3)=[CH:4][CH:3]=2)=[CH:33][CH:34]=1, predict the reactants needed to synthesize it. (2) Given the product [OH:10][CH:8]1[CH2:9][S:5][CH2:1][CH2:2][CH2:3][S:4][CH2:6]1, predict the reactants needed to synthesize it. The reactants are: [CH2:1]([SH:5])[CH2:2][CH2:3][SH:4].[CH2:6]([CH:8]1[O:10][CH2:9]1)Cl.[OH-].[Na+]. (3) The reactants are: [F:1][C:2]1[CH:7]=[CH:6][C:5]([C:8]2[O:9][C:10]3[CH:21]=[C:20]([N+:22]([O-])=O)[C:19]([C:25]4[CH:30]=[CH:29][CH:28]=[CH:27][CH:26]=4)=[CH:18][C:11]=3[C:12]=2[C:13]([O:15][CH2:16][CH3:17])=[O:14])=[CH:4][CH:3]=1.[NH4+].[Cl-].O. Given the product [NH2:22][C:20]1[C:19]([C:25]2[CH:26]=[CH:27][CH:28]=[CH:29][CH:30]=2)=[CH:18][C:11]2[C:12]([C:13]([O:15][CH2:16][CH3:17])=[O:14])=[C:8]([C:5]3[CH:4]=[CH:3][C:2]([F:1])=[CH:7][CH:6]=3)[O:9][C:10]=2[CH:21]=1, predict the reactants needed to synthesize it.